Task: Predict which catalyst facilitates the given reaction.. Dataset: Catalyst prediction with 721,799 reactions and 888 catalyst types from USPTO (1) Reactant: [O:1]=[C:2]1[CH2:10][C:9]2[C:4](=[CH:5][C:6]([CH2:11][C:12]3[CH:13]=[C:14]([NH:18][C:19]([C:21]4[S:22][CH:23]=[CH:24][CH:25]=4)=[O:20])[CH:15]=[CH:16][CH:17]=3)=[CH:7][CH:8]=2)[NH:3]1.[CH:26](OCC)=[O:27].[O-]CC.[Na+].Cl. Product: [OH:27][CH:26]=[C:10]1[C:9]2[C:4](=[CH:5][C:6]([CH2:11][C:12]3[CH:13]=[C:14]([NH:18][C:19]([C:21]4[S:22][CH:23]=[CH:24][CH:25]=4)=[O:20])[CH:15]=[CH:16][CH:17]=3)=[CH:7][CH:8]=2)[NH:3][C:2]1=[O:1]. The catalyst class is: 8. (2) Reactant: Cl[C:2]1[N:7]=[C:6]([C:8]([F:11])([F:10])[F:9])[C:5]([C:12]([O:14][CH3:15])=[O:13])=[CH:4][N:3]=1.[Cl:16][C:17]1[CH:18]=[C:19]([CH:21]=[CH:22][CH:23]=1)[NH2:20]. Product: [CH3:15][O:14][C:12]([C:5]1[C:6]([C:8]([F:11])([F:10])[F:9])=[N:7][C:2]([NH:20][C:19]2[CH:21]=[CH:22][CH:23]=[C:17]([Cl:16])[CH:18]=2)=[N:3][CH:4]=1)=[O:13]. The catalyst class is: 12. (3) Reactant: [CH3:1][O:2][C:3]([C:5]1[N:6]([CH2:23][C:24]2[CH:29]=[CH:28][C:27]([S:30][CH3:31])=[CH:26][CH:25]=2)[C:7](=[O:22])[C:8]2[C:13]([C:14]=1[C:15]1[CH:20]=[CH:19][CH:18]=[CH:17][CH:16]=1)=[CH:12][C:11]([Br:21])=[CH:10][CH:9]=2)=[O:4].ClC1C=CC=C(C(OO)=[O:40])C=1. Product: [CH3:1][O:2][C:3]([C:5]1[N:6]([CH2:23][C:24]2[CH:25]=[CH:26][C:27]([S:30]([CH3:31])=[O:40])=[CH:28][CH:29]=2)[C:7](=[O:22])[C:8]2[C:13]([C:14]=1[C:15]1[CH:20]=[CH:19][CH:18]=[CH:17][CH:16]=1)=[CH:12][C:11]([Br:21])=[CH:10][CH:9]=2)=[O:4]. The catalyst class is: 4. (4) Reactant: [CH3:1][S:2]([CH2:5][C:6]1[CH:11]=[CH:10][C:9]([O:12][C:13]2[CH:18]=[CH:17][C:16]([N+:19]([O-])=O)=[C:15]([O:22][CH:23]3[CH2:28][CH2:27][O:26][CH2:25][CH2:24]3)[CH:14]=2)=[CH:8][N:7]=1)(=[O:4])=[O:3]. Product: [CH3:1][S:2]([CH2:5][C:6]1[N:7]=[CH:8][C:9]([O:12][C:13]2[CH:18]=[CH:17][C:16]([NH2:19])=[C:15]([O:22][CH:23]3[CH2:28][CH2:27][O:26][CH2:25][CH2:24]3)[CH:14]=2)=[CH:10][CH:11]=1)(=[O:3])=[O:4]. The catalyst class is: 178. (5) Reactant: [CH3:1][N:2]([CH3:12])[C:3]1[CH:11]=[CH:10][C:6]([C:7](=[S:9])[NH2:8])=[CH:5][CH:4]=1.[Br:13][CH2:14][C:15]([CH2:17][Br:18])=O.Br.BrBr. Product: [Br:13][C:14]1[S:9][C:7]([C:6]2[CH:10]=[CH:11][C:3]([N:2]([CH3:12])[CH3:1])=[CH:4][CH:5]=2)=[N:8][C:15]=1[CH2:17][Br:18]. The catalyst class is: 21. (6) Reactant: N=C=N.C1N=CN(C(N2C=NC=C2)=O)C=1.FC(F)(F)C(O)=O.[CH3:23][N:24]([S:53]([CH3:56])(=[O:55])=[O:54])[C:25]1[C:30]([CH2:31][NH:32][C:33]2[C:38]([C:39]([F:42])([F:41])[F:40])=[CH:37][N:36]=[C:35]([NH:43][C:44]3[CH:45]=[C:46]([CH:50]=[CH:51][CH:52]=3)[C:47]([OH:49])=O)[N:34]=2)=[CH:29][CH:28]=[CH:27][N:26]=1.CC[N:59]([CH:63]([CH3:65])[CH3:64])C(C)C.C1(N)CC1. Product: [CH:63]1([NH:59][C:47](=[O:49])[C:46]2[CH:50]=[CH:51][CH:52]=[C:44]([NH:43][C:35]3[N:34]=[C:33]([NH:32][CH2:31][C:30]4[C:25]([N:24]([CH3:23])[S:53]([CH3:56])(=[O:54])=[O:55])=[N:26][CH:27]=[CH:28][CH:29]=4)[C:38]([C:39]([F:42])([F:40])[F:41])=[CH:37][N:36]=3)[CH:45]=2)[CH2:65][CH2:64]1. The catalyst class is: 10.